The task is: Predict the reactants needed to synthesize the given product.. This data is from Full USPTO retrosynthesis dataset with 1.9M reactions from patents (1976-2016). (1) Given the product [CH3:42][N:2]([CH3:1])[C:3]([C:5]1[CH:6]=[C:7]([CH2:31][C:32]([OH:34])=[O:33])[CH:8]=[CH:9][C:10]=1[NH:11][C:12]([C:14]1[CH:19]=[CH:18][CH:17]=[C:16]([CH3:20])[C:15]=1[C:21]1[CH:26]=[CH:25][C:24]([C:27]([F:28])([F:30])[F:29])=[CH:23][CH:22]=1)=[O:13])=[O:4], predict the reactants needed to synthesize it. The reactants are: [CH3:1][N:2]([CH3:42])[C:3]([C:5]1[CH:6]=[C:7]([CH:31](C(OCC)=O)[C:32]([O:34]CC)=[O:33])[CH:8]=[CH:9][C:10]=1[NH:11][C:12]([C:14]1[CH:19]=[CH:18][CH:17]=[C:16]([CH3:20])[C:15]=1[C:21]1[CH:26]=[CH:25][C:24]([C:27]([F:30])([F:29])[F:28])=[CH:23][CH:22]=1)=[O:13])=[O:4].C([O-])([O-])=O.[K+].[K+].CCO. (2) Given the product [F:1][C:2]1[CH:7]=[CH:6][C:5]([F:8])=[CH:4][C:3]=1[C:9]1[CH2:13][N:12]([C:14]([C@@H:42]([NH2:41])[C:43]([CH3:46])([CH3:45])[CH3:44])=[O:15])[C@H:11]([C:21]2[CH:26]=[CH:25][CH:24]=[CH:23][CH:22]=2)[CH:10]=1, predict the reactants needed to synthesize it. The reactants are: [F:1][C:2]1[CH:7]=[CH:6][C:5]([F:8])=[CH:4][C:3]=1[C:9]1[CH2:13][N:12]([C:14](OC(C)(C)C)=[O:15])[C@H:11]([C:21]2[CH:26]=[CH:25][CH:24]=[CH:23][CH:22]=2)[CH:10]=1.C(N(CC)CC)C.C(OC([NH:41][C@H:42](C(O)=O)[C:43]([CH3:46])([CH3:45])[CH3:44])=O)(C)(C)C.C1CN([P+](ON2N=NC3C=CC=CC2=3)(N2CCCC2)N2CCCC2)CC1.F[P-](F)(F)(F)(F)F. (3) The reactants are: O[CH2:2][C@@H:3]([NH:5][C:6](=[O:9])[O:7][CH3:8])[CH3:4].C(N(CC)CC)C.CS(Cl)(=O)=O.[N-:22]=[N+:23]=[N-:24].[Na+]. Given the product [N:22]([CH2:2][C@@H:3]([NH:5][C:6](=[O:9])[O:7][CH3:8])[CH3:4])=[N+:23]=[N-:24], predict the reactants needed to synthesize it.